From a dataset of Full USPTO retrosynthesis dataset with 1.9M reactions from patents (1976-2016). Predict the reactants needed to synthesize the given product. (1) Given the product [NH2:6][C:5]1[N:22]([CH:19]([CH3:21])[CH3:20])[N:23]=[C:3]([C:9]2[CH:14]=[CH:13][CH:12]=[C:11]([N+:15]([O-:17])=[O:16])[CH:10]=2)[C:4]=1[C:7]#[N:8], predict the reactants needed to synthesize it. The reactants are: CO[C:3]([C:9]1[CH:14]=[CH:13][CH:12]=[C:11]([N+:15]([O-:17])=[O:16])[CH:10]=1)=[C:4]([C:7]#[N:8])[C:5]#[N:6].Cl.[CH:19]([NH:22][NH2:23])([CH3:21])[CH3:20].C(N(CC)CC)C. (2) Given the product [CH:1]1([N:7]([CH2:22][CH2:23][NH:24][CH2:25][CH2:26][C:27]2[C:32]3[O:33][CH2:34][C:35](=[O:37])[NH:36][C:31]=3[C:30]([OH:38])=[CH:29][CH:28]=2)[C:8](=[O:21])[CH2:9][CH2:10][NH:11][CH2:12][CH2:52][C:46]2[CH:51]=[CH:50][CH:49]=[CH:48][CH:47]=2)[CH2:2][CH2:3][CH2:5][CH2:6]1, predict the reactants needed to synthesize it. The reactants are: [CH:1]1([N:7]([CH2:22][CH2:23][NH:24][CH2:25][CH2:26][C:27]2[C:32]3[O:33][CH2:34][C:35](=[O:37])[NH:36][C:31]=3[C:30]([OH:38])=[CH:29][CH:28]=2)[C:8](=[O:21])[CH2:9][CH2:10][NH:11][CH2:12]C2C=CC(Cl)=C(Cl)C=2)[CH2:6][CH2:5]C[CH2:3][CH2:2]1.C1(N)CCCCC1.[C:46]1([CH2:52]CN)[CH:51]=[CH:50][CH:49]=[CH:48][CH:47]=1.ClC1C=C(CN)C=CC=1Cl. (3) Given the product [CH3:3][CH:2]([NH:4][CH2:5][CH:6]([OH:19])[CH2:7][O:8][C:9]1[CH:10]=[CH:11][C:12]([CH2:15][CH2:16][O:17][CH3:18])=[CH:13][CH:14]=1)[CH3:1], predict the reactants needed to synthesize it. The reactants are: [CH3:1][CH:2]([NH:4][CH2:5][CH:6]([OH:19])[CH2:7][O:8][C:9]1[CH:10]=[CH:11][C:12]([CH2:15][CH2:16][O:17][CH3:18])=[CH:13][CH:14]=1)[CH3:3].C(O)(C(O)=O)C(O)C(O)=O. (4) Given the product [CH3:51][S:52][C:53]1[CH:59]=[CH:58][C:56]([NH:57][C:39](=[O:41])[CH2:38][CH:35]2[CH2:34][CH2:33][N:32]([C:30]([O:29][C:25]([CH3:26])([CH3:27])[CH3:28])=[O:31])[CH2:37][CH2:36]2)=[CH:55][CH:54]=1, predict the reactants needed to synthesize it. The reactants are: CN(C(ON1N=NC2C=CC=NC1=2)=[N+](C)C)C.F[P-](F)(F)(F)(F)F.[C:25]([O:29][C:30]([N:32]1[CH2:37][CH2:36][CH:35]([CH2:38][C:39]([OH:41])=O)[CH2:34][CH2:33]1)=[O:31])([CH3:28])([CH3:27])[CH3:26].C(N(CC)C(C)C)(C)C.[CH3:51][S:52][C:53]1[CH:59]=[CH:58][C:56]([NH2:57])=[CH:55][CH:54]=1. (5) Given the product [I:1][C:2]1[CH:12]=[N:11][C:5]2[NH:6][CH2:7][C:8](=[O:10])[N:9]([CH2:14][C:15]3[O:16][C:17]([C:20]([F:23])([F:22])[F:21])=[CH:18][CH:19]=3)[C:4]=2[CH:3]=1, predict the reactants needed to synthesize it. The reactants are: [I:1][C:2]1[CH:12]=[N:11][C:5]2[NH:6][CH2:7][C:8](=[O:10])[NH:9][C:4]=2[CH:3]=1.Cl[CH2:14][C:15]1[O:16][C:17]([C:20]([F:23])([F:22])[F:21])=[CH:18][CH:19]=1.